From a dataset of Reaction yield outcomes from USPTO patents with 853,638 reactions. Predict the reaction yield, written as a fraction of the theoretical maximum amount of product (1.0 means a 100% yield; for example, 0.34 means a 34% yield). (1) The reactants are [C:1]([O:5][C:6]([NH:8][C:9]1[CH:14]=[CH:13][CH:12]=[C:11]([F:15])[C:10]=1[N+:16]([O-])=O)=[O:7])([CH3:4])([CH3:3])[CH3:2]. The catalyst is CO.[Ni].O.[H][H]. The product is [C:1]([O:5][C:6]([NH:8][C:9]1[CH:14]=[CH:13][CH:12]=[C:11]([F:15])[C:10]=1[NH2:16])=[O:7])([CH3:4])([CH3:2])[CH3:3]. The yield is 0.660. (2) The reactants are [BH4-].[Na+].[CH3:3][O:4][C:5]1[CH:6]=[C:7]2[C:12](=[CH:13][CH:14]=1)[C:11]([C:15]1[CH:20]=[CH:19][CH:18]=[CH:17][CH:16]=1)=[N:10][CH2:9][CH2:8]2. The catalyst is CO. The product is [CH3:3][O:4][C:5]1[CH:6]=[C:7]2[C:12](=[CH:13][CH:14]=1)[CH:11]([C:15]1[CH:20]=[CH:19][CH:18]=[CH:17][CH:16]=1)[NH:10][CH2:9][CH2:8]2. The yield is 0.880. (3) The reactants are [Na:1].[CH2:2]([C:4]1([CH2:14][CH2:15][O:16][C:17]2[CH:22]=[CH:21][N:20]=[C:19]([CH2:23][S:24]([C:26]3[NH:30][C:29]4[CH:31]=[CH:32][CH:33]=[CH:34][C:28]=4[N:27]=3)=[O:25])[C:18]=2[CH3:35])[O:13][CH2:12][C:7]2([O:11][CH2:10][CH2:9][O:8]2)[CH2:6][O:5]1)C.CC1(CCO)OCC2(OCCO2)CO1. No catalyst specified. The product is [Na:1].[CH3:35][C:18]1[C:19]([CH2:23][S:24]([C:26]2[NH:27][C:28]3[CH:34]=[CH:33][CH:32]=[CH:31][C:29]=3[N:30]=2)=[O:25])=[N:20][CH:21]=[CH:22][C:17]=1[O:16][CH2:15][CH2:14][C:4]1([CH3:2])[O:13][CH2:12][C:7]2([O:8][CH2:9][CH2:10][O:11]2)[CH2:6][O:5]1. The yield is 0.151.